This data is from Forward reaction prediction with 1.9M reactions from USPTO patents (1976-2016). The task is: Predict the product of the given reaction. (1) Given the reactants Br[C:2]1[C:3]([C:9]([NH:11][C:12]2[CH:24]=[CH:23][C:15]([C:16]([O:18][C:19]([CH3:22])([CH3:21])[CH3:20])=[O:17])=[CH:14][CH:13]=2)=[O:10])=[N:4][CH:5]=[C:6]([Cl:8])[CH:7]=1.[C:25]1(B(O)O)[CH:30]=[CH:29][CH:28]=[CH:27][CH:26]=1.C(=O)([O-])[O-].[Na+].[Na+].O1CCOCC1, predict the reaction product. The product is: [Cl:8][C:6]1[CH:7]=[C:2]([C:25]2[CH:30]=[CH:29][CH:28]=[CH:27][CH:26]=2)[C:3]([C:9]([NH:11][C:12]2[CH:24]=[CH:23][C:15]([C:16]([O:18][C:19]([CH3:22])([CH3:21])[CH3:20])=[O:17])=[CH:14][CH:13]=2)=[O:10])=[N:4][CH:5]=1. (2) Given the reactants [F:1][C:2]1[C:7]([OH:8])=[C:6]([F:9])[C:5]([F:10])=[C:4]([F:11])[C:3]=1[F:12].[F:13][C:14]([F:25])([F:24])[C:15]([O:17]C(=O)C(F)(F)F)=[O:16], predict the reaction product. The product is: [F:13][C:14]([F:25])([F:24])[C:15]([OH:17])=[O:16].[F:1][C:2]1[C:7]([OH:8])=[C:6]([F:9])[C:5]([F:10])=[C:4]([F:11])[C:3]=1[F:12]. (3) Given the reactants [OH:1][C:2]1[CH:7]=[CH:6][C:5]([N:8]2[CH:12]=[CH:11][CH:10]=[CH:9]2)=[CH:4][CH:3]=1.C(=O)([O-])[O-].[K+].[K+].Br[CH2:20][CH2:21][CH2:22][Cl:23], predict the reaction product. The product is: [Cl:23][CH2:22][CH2:21][CH2:20][O:1][C:2]1[CH:3]=[CH:4][C:5]([N:8]2[CH:12]=[CH:11][CH:10]=[CH:9]2)=[CH:6][CH:7]=1. (4) Given the reactants [CH3:1][N:2]1[CH2:7][CH2:6][N:5]([CH2:8][CH2:9][OH:10])[CH2:4][CH2:3]1.[Br:11][C:12]1[CH:17]=[CH:16][C:15](O)=[CH:14][C:13]=1[CH3:19], predict the reaction product. The product is: [Br:11][C:12]1[CH:17]=[CH:16][C:15]([O:10][CH2:9][CH2:8][N:5]2[CH2:6][CH2:7][N:2]([CH3:1])[CH2:3][CH2:4]2)=[CH:14][C:13]=1[CH3:19]. (5) Given the reactants [Li+].[CH3:2]C([N-]C(C)C)C.[C:9]([O:14][CH2:15][CH3:16])(=[O:13])[CH:10]([CH3:12])[CH3:11].[CH2:17](Cl)[C:18]#[C:19][CH2:20]C.O, predict the reaction product. The product is: [CH3:11][C:10]([CH3:2])([CH2:12][C:17]#[C:18][CH2:19][CH3:20])[C:9]([O:14][CH2:15][CH3:16])=[O:13]. (6) Given the reactants [F:1][C:2]([F:19])([C:9]([F:18])([F:17])[C:10]([F:16])([F:15])[C:11]([F:14])([F:13])[F:12])[CH2:3][CH2:4][Si:5](Cl)(Cl)Cl.[CH:20]([Li])([CH3:22])[CH3:21].[C:24]([Mg]Br)#[CH:25].[CH2:28]1[CH2:32]OC[CH2:29]1, predict the reaction product. The product is: [F:1][C:2]([F:19])([C:9]([F:18])([F:17])[C:10]([F:16])([F:15])[C:11]([F:14])([F:13])[F:12])[CH2:3][CH2:4][Si:5]([C:24]#[CH:25])([CH:28]([CH3:32])[CH3:29])[CH:20]([CH3:22])[CH3:21]. (7) Given the reactants [C:1]([O:4][C:5]1[C:6]([CH3:25])=[C:7]2[CH2:23][CH2:22][N:21]([CH3:24])[C:8]2=[N:9][C:10]=1[CH2:11][CH2:12][CH2:13][CH2:14][CH2:15][CH2:16][CH2:17][CH2:18][CH2:19][CH3:20])(=[O:3])[CH3:2], predict the reaction product. The product is: [C:1]([O:4][C:5]1[C:6]([CH3:25])=[C:7]2[CH:23]=[CH:22][N:21]([CH3:24])[C:8]2=[N:9][C:10]=1[CH2:11][CH2:12][CH2:13][CH2:14][CH2:15][CH2:16][CH2:17][CH2:18][CH2:19][CH3:20])(=[O:3])[CH3:2].